Task: Predict which catalyst facilitates the given reaction.. Dataset: Catalyst prediction with 721,799 reactions and 888 catalyst types from USPTO (1) Reactant: [Cl:1][C:2]1[CH:9]=[CH:8][CH:7]=[CH:6][C:3]=1[CH2:4]Br.[H-].[Na+].[F:12][C:13]([F:22])([F:21])[CH2:14][CH2:15][CH:16]([C:19]#[N:20])[C:17]#[N:18]. Product: [Cl:1][C:2]1[CH:9]=[CH:8][CH:7]=[CH:6][C:3]=1[CH2:4][C:16]([CH2:15][CH2:14][C:13]([F:12])([F:21])[F:22])([C:17]#[N:18])[C:19]#[N:20]. The catalyst class is: 9. (2) Reactant: [S:1]1[C:5]2[CH:6]=[CH:7][CH:8]=[CH:9][C:4]=2[N:3]=[C:2]1[NH2:10].[CH2:11]([O:13][C:14](=[O:17])[CH2:15][Br:16])[CH3:12]. Product: [BrH:16].[CH2:11]([O:13][C:14](=[O:17])[CH2:15][N:3]1[C:4]2[CH:9]=[CH:8][CH:7]=[CH:6][C:5]=2[S:1][C:2]1=[NH:10])[CH3:12]. The catalyst class is: 21. (3) Reactant: ClC1C=C(C=CC=1)C(OO)=[O:6].[CH2:12]([C:14]1[CH:15]=[C:16]([NH:23][C:24](=[O:28])[C:25]([CH3:27])=[CH2:26])[CH:17]=[CH:18][C:19]=1[N+:20]([O-:22])=[O:21])[CH3:13].C(C1C=C(C)C=C(C(C)(C)C)C=1O)(C)(C)C. Product: [CH2:12]([C:14]1[CH:15]=[C:16]([NH:23][C:24]([C:25]2([CH3:27])[CH2:26][O:6]2)=[O:28])[CH:17]=[CH:18][C:19]=1[N+:20]([O-:22])=[O:21])[CH3:13]. The catalyst class is: 4.